Dataset: Catalyst prediction with 721,799 reactions and 888 catalyst types from USPTO. Task: Predict which catalyst facilitates the given reaction. (1) Reactant: [CH3:1][Mg]Br.C([O:6][CH2:7][CH3:8])C.[Br:9][C:10]1[CH:19]=[CH:18][CH:17]=[CH:16][C:11]=1C(OC)=O.[Cl-].[NH4+]. Product: [Br:9][C:10]1[CH:19]=[CH:18][CH:17]=[CH:16][C:11]=1[C:7]([OH:6])([CH3:8])[CH3:1]. The catalyst class is: 7. (2) Reactant: [NH2:1][C@H:2]([C:42]1[CH:47]=[CH:46][CH:45]=[CH:44][CH:43]=1)[CH2:3][N:4]1[C:9](=[O:10])[C:8]2[C:11]3([O:27][CH2:28][C:7]=2[N:6]([CH2:29][C:30]2[C:35]([C:36]([F:39])([F:38])[F:37])=[CH:34][CH:33]=[CH:32][C:31]=2[F:40])[C:5]1=[O:41])[CH2:16][CH2:15][N:14]([CH2:17][C:18]1[O:19][C:20]([C:23]([F:26])([F:25])[F:24])=[CH:21][CH:22]=1)[CH2:13][CH2:12]3.[CH3:48][O:49][NH:50][C:51](=[O:56])[O:52][CH2:53][CH2:54]Br.[I-].[Na+].C([O-])([O-])=O.[K+].[K+]. Product: [CH3:48][O:49][NH:50][C:51](=[O:56])[O:52][CH2:53][CH2:54][NH:1][C@H:2]([C:42]1[CH:43]=[CH:44][CH:45]=[CH:46][CH:47]=1)[CH2:3][N:4]1[C:9](=[O:10])[C:8]2[C:11]3([O:27][CH2:28][C:7]=2[N:6]([CH2:29][C:30]2[C:35]([C:36]([F:39])([F:38])[F:37])=[CH:34][CH:33]=[CH:32][C:31]=2[F:40])[C:5]1=[O:41])[CH2:12][CH2:13][N:14]([CH2:17][C:18]1[O:19][C:20]([C:23]([F:24])([F:25])[F:26])=[CH:21][CH:22]=1)[CH2:15][CH2:16]3. The catalyst class is: 10. (3) Reactant: F[C:2]1[CH:9]=[CH:8][C:7]([O:10][C:11]([F:14])([F:13])[F:12])=[CH:6][C:3]=1[CH:4]=O.[C:15]([O:19][CH3:20])(=[O:18])[CH2:16][SH:17].C(=O)([O-])[O-].[K+].[K+].CN(C)C=O. Product: [F:12][C:11]([F:14])([F:13])[O:10][C:7]1[CH:8]=[CH:9][C:2]2[S:17][C:16]([C:15]([O:19][CH3:20])=[O:18])=[CH:4][C:3]=2[CH:6]=1. The catalyst class is: 6. (4) Reactant: C([O:3][C:4](=[O:32])[C@@H:5]([O:29][CH2:30][CH3:31])[CH2:6][C:7]1[CH:12]=[CH:11][C:10]([O:13][CH2:14][C:15]2[S:16][C:17]([C:21]3[CH:26]=[CH:25][CH:24]=[C:23]([O:27][CH3:28])[CH:22]=3)=[CH:18][C:19]=2[CH3:20])=[CH:9][CH:8]=1)C.O1CCCC1.[OH-].[Na+]. Product: [CH2:30]([O:29][C@@H:5]([CH2:6][C:7]1[CH:12]=[CH:11][C:10]([O:13][CH2:14][C:15]2[S:16][C:17]([C:21]3[CH:26]=[CH:25][CH:24]=[C:23]([O:27][CH3:28])[CH:22]=3)=[CH:18][C:19]=2[CH3:20])=[CH:9][CH:8]=1)[C:4]([OH:32])=[O:3])[CH3:31]. The catalyst class is: 8. (5) Reactant: C(OC([NH:8][CH2:9][C:10]([NH:12][C@H:13]([C:23]([O:25][CH2:26][CH3:27])=[O:24])[CH2:14][C:15]1[CH:20]=[CH:19][CH:18]=[C:17]([O:21][CH3:22])[N:16]=1)=[O:11])=O)(C)(C)C.FC(F)(F)C(O)=O. Product: [NH2:8][CH2:9][C:10]([NH:12][C@H:13]([C:23]([O:25][CH2:26][CH3:27])=[O:24])[CH2:14][C:15]1[CH:20]=[CH:19][CH:18]=[C:17]([O:21][CH3:22])[N:16]=1)=[O:11]. The catalyst class is: 2. (6) Reactant: [H-].[Na+].CS(C)=O.[NH2:7][C:8]1[CH:13]=[CH:12][C:11]([OH:14])=[CH:10][C:9]=1[O:15][CH3:16].Cl[C:18]1[C:27]2[C:22](=[CH:23][C:24]([O:30][CH3:31])=[C:25]([O:28][CH3:29])[CH:26]=2)[N:21]=[CH:20][N:19]=1. Product: [CH3:29][O:28][C:25]1[CH:26]=[C:27]2[C:22](=[CH:23][C:24]=1[O:30][CH3:31])[N:21]=[CH:20][N:19]=[C:18]2[O:14][C:11]1[CH:12]=[CH:13][C:8]([NH2:7])=[C:9]([O:15][CH3:16])[CH:10]=1. The catalyst class is: 6. (7) Reactant: CS(O[CH2:6][CH2:7][O:8][C:9]1[CH:14]=[C:13]([F:15])[C:12]([CH2:16][S:17][C:18]2[N:19]([C:35]3[CH:40]=[CH:39][C:38]([F:41])=[CH:37][CH:36]=3)[C:20]([C:23]([C:26]3[CH:31]=[CH:30][C:29]([Cl:32])=[C:28]([O:33][CH3:34])[CH:27]=3)([CH3:25])[CH3:24])=[CH:21][N:22]=2)=[C:11]([F:42])[CH:10]=1)(=O)=O.[N-:43]=[N+:44]=[N-:45].[Na+]. Product: [N:43]([CH2:6][CH2:7][O:8][C:9]1[CH:10]=[C:11]([F:42])[C:12]([CH2:16][S:17][C:18]2[N:19]([C:35]3[CH:36]=[CH:37][C:38]([F:41])=[CH:39][CH:40]=3)[C:20]([C:23]([C:26]3[CH:31]=[CH:30][C:29]([Cl:32])=[C:28]([O:33][CH3:34])[CH:27]=3)([CH3:24])[CH3:25])=[CH:21][N:22]=2)=[C:13]([F:15])[CH:14]=1)=[N+:44]=[N-:45]. The catalyst class is: 3.